Predict which catalyst facilitates the given reaction. From a dataset of Catalyst prediction with 721,799 reactions and 888 catalyst types from USPTO. (1) Reactant: Br[C:2]1[CH:7]=[CH:6][C:5]([O:8][CH3:9])=[CH:4][N:3]=1.[Li]CCCC.Cl[Si:16]([CH3:19])([CH3:18])[CH3:17]. Product: [CH3:9][O:8][C:5]1[CH:6]=[CH:7][C:2]([Si:16]([CH3:19])([CH3:18])[CH3:17])=[N:3][CH:4]=1. The catalyst class is: 7. (2) Reactant: [CH:1]([N:4]1[C:8]2[CH:9]=[CH:10][CH:11]=[CH:12][C:7]=2[NH:6][C:5]1=[O:13])([CH3:3])[CH3:2].[N+](C1C=C[C:20]([O:23]C(Cl)=O)=CC=1)([O-])=O.CCN(CC)CC.CC1C=CC(S(O)(=O)=O)=CC=1.[NH2:45][CH2:46][CH:47]1[CH2:52][CH2:51][N:50]([CH2:53][C:54]2([C:59]([OH:61])=[O:60])[CH2:58][CH2:57][CH2:56][CH2:55]2)[CH2:49][CH2:48]1. Product: [CH:1]([N:4]1[C:8]2[CH:9]=[CH:10][CH:11]=[CH:12][C:7]=2[N:6]([C:20]([NH:45][CH2:46][CH:47]2[CH2:52][CH2:51][N:50]([CH2:53][C:54]3([C:59]([OH:61])=[O:60])[CH2:58][CH2:57][CH2:56][CH2:55]3)[CH2:49][CH2:48]2)=[O:23])[C:5]1=[O:13])([CH3:3])[CH3:2]. The catalyst class is: 2. (3) Reactant: [CH3:1][C:2]1[C:7]([N+:8]([O-])=O)=[CH:6][CH:5]=[CH:4][C:3]=1[OH:11].Cl[C:13]([F:18])([F:17])C([O-])=O.[Na+].[C:20](=O)([O-])[O-].[K+].[K+].C(OCC)(=O)C. Product: [F:17][CH:13]([F:18])[O:11][C:3]1[CH:4]=[CH:5][CH:6]=[C:7]2[C:2]=1[CH2:1][CH2:20][NH:8]2. The catalyst class is: 35. (4) Reactant: [N:1]([CH2:4][CH2:5][O:6][CH2:7][CH2:8][OH:9])=[N+:2]=[N-:3].CCN(CC)CC.[CH3:17][S:18](Cl)(=[O:20])=[O:19]. Product: [CH3:17][S:18]([O:9][CH2:8][CH2:7][O:6][CH2:5][CH2:4][N:1]=[N+:2]=[N-:3])(=[O:20])=[O:19]. The catalyst class is: 1. (5) Reactant: [Br:1][C:2]1[CH:15]=[CH:14][C:5]([O:6][C:7]2[CH:12]=[CH:11][CH:10]=[CH:9][C:8]=2[OH:13])=[C:4]([O:16][CH3:17])[CH:3]=1.[C:18]([O-])([O-])=O.[Cs+].[Cs+].CI.O. Product: [Br:1][C:2]1[CH:15]=[CH:14][C:5]([O:6][C:7]2[CH:12]=[CH:11][CH:10]=[CH:9][C:8]=2[O:13][CH3:18])=[C:4]([O:16][CH3:17])[CH:3]=1. The catalyst class is: 10. (6) Reactant: [CH3:1][O:2][C:3]1[CH:4]=[C:5]2[C:9](=[CH:10][CH:11]=1)[NH:8][C:7](=[O:12])[CH2:6]2.[CH:13]([C:15]1[NH:16][C:17]([CH3:35])=[C:18]([S:25]([C:28]2[CH:33]=[CH:32][C:31]([CH3:34])=[CH:30][CH:29]=2)(=[O:27])=[O:26])[C:19]=1[CH2:20][CH2:21][C:22]([OH:24])=[O:23])=O. Product: [CH3:1][O:2][C:3]1[CH:4]=[C:5]2[C:9](=[CH:10][CH:11]=1)[NH:8][C:7](=[O:12])/[C:6]/2=[CH:13]\[C:15]1[NH:16][C:17]([CH3:35])=[C:18]([S:25]([C:28]2[CH:29]=[CH:30][C:31]([CH3:34])=[CH:32][CH:33]=2)(=[O:26])=[O:27])[C:19]=1[CH2:20][CH2:21][C:22]([OH:24])=[O:23]. The catalyst class is: 8. (7) Reactant: [Cl-].[Na+].[CH3:3][NH:4][C:5](=[N:8][N+:9]([O-:11])=[O:10])OC.[OH-].[Na+].[O:14]1[CH2:18][CH2:17][CH:16]([CH2:19][NH2:20])[CH2:15]1.Cl. Product: [CH3:3][NH:4][C:5]([NH:20][CH2:19][CH:16]1[CH2:17][CH2:18][O:14][CH2:15]1)=[N:8][N+:9]([O-:11])=[O:10]. The catalyst class is: 192.